From a dataset of Forward reaction prediction with 1.9M reactions from USPTO patents (1976-2016). Predict the product of the given reaction. (1) Given the reactants Cl[C:2]1[C:11]2[C:6](=[C:7]([C:12]3[CH:17]=[CH:16][CH:15]=[CH:14][CH:13]=3)[CH:8]=[CH:9][CH:10]=2)[C:5](Cl)=[N:4][N:3]=1.CC1(C)C(C)(C)OB([C:27]2[CH:28]=[N:29][CH:30]=[C:31]([CH:37]=2)[C:32]([O:34][CH2:35][CH3:36])=[O:33])O1.[O-:39]P([O-])([O-])=O.[K+].[K+].[K+].F[B-](F)(F)F.C1([PH+](C2CCCCC2)C2CCCCC2)CCCCC1, predict the reaction product. The product is: [OH:39][C:5]1[C:6]2[C:11](=[CH:10][CH:9]=[CH:8][C:7]=2[C:12]2[CH:17]=[CH:16][CH:15]=[CH:14][CH:13]=2)[C:2]([C:27]2[CH:28]=[N:29][CH:30]=[C:31]([CH:37]=2)[C:32]([O:34][CH2:35][CH3:36])=[O:33])=[N:3][N:4]=1. (2) The product is: [C:28]([O:27][C:25]([N:22]1[CH2:21][CH:20]=[C:19]([C:2]2[CH:10]=[CH:9][C:5]([C:6]([OH:8])=[O:7])=[CH:4][N:3]=2)[CH2:24][CH2:23]1)=[O:26])([CH3:31])([CH3:29])[CH3:30]. Given the reactants Cl[C:2]1[CH:10]=[CH:9][C:5]([C:6]([OH:8])=[O:7])=[CH:4][N:3]=1.CC1(C)C(C)(C)OB([C:19]2[CH2:24][CH2:23][N:22]([C:25]([O:27][C:28]([CH3:31])([CH3:30])[CH3:29])=[O:26])[CH2:21][CH:20]=2)O1.C(=O)([O-])[O-].[K+].[K+], predict the reaction product.